From a dataset of Reaction yield outcomes from USPTO patents with 853,638 reactions. Predict the reaction yield, written as a fraction of the theoretical maximum amount of product (1.0 means a 100% yield; for example, 0.34 means a 34% yield). The yield is 0.486. The reactants are NC1C=CC([C:8]2[C:13]([S:14]([NH2:17])(=[O:16])=[O:15])=[CH:12][CH:11]=[C:10]([NH2:18])[CH:9]=2)=CC=1.[CH2:19]([C:23]1[CH:28]=[CH:27][C:26]([N:29]=[C:30]=[O:31])=[CH:25][CH:24]=1)[CH2:20][CH2:21][CH3:22].[K+].[Br-].NC(N)=O. The product is [CH3:22][CH2:21][CH2:20][CH2:19][C:23]1[CH:28]=[CH:27][C:26]([NH:29][C:30]([NH:18][C:10]2[CH:11]=[CH:12][C:13]([S:14]([NH2:17])(=[O:15])=[O:16])=[CH:8][CH:9]=2)=[O:31])=[CH:25][CH:24]=1. No catalyst specified.